From a dataset of Reaction yield outcomes from USPTO patents with 853,638 reactions. Predict the reaction yield, written as a fraction of the theoretical maximum amount of product (1.0 means a 100% yield; for example, 0.34 means a 34% yield). (1) The reactants are [Cl:1][C:2]1[CH:7]=[CH:6][C:5]([S:8]([NH:11][C@H:12]([CH2:16][CH:17]([CH3:19])[CH3:18])[C:13]([NH2:15])=[O:14])(=[O:10])=[O:9])=[CH:4][CH:3]=1.C([O-])([O-])=O.[Cs+].[Cs+].[CH2:26]([O:29][C:30]1[CH:35]=[CH:34][C:33]([CH2:36]Br)=[CH:32][C:31]=1[F:38])[CH:27]=[CH2:28]. The catalyst is CN(C=O)C.CCOC(C)=O. The product is [CH2:26]([O:29][C:30]1[CH:35]=[CH:34][C:33]([CH2:36][N:11]([C@H:12]([CH2:16][CH:17]([CH3:19])[CH3:18])[C:13]([NH2:15])=[O:14])[S:8]([C:5]2[CH:4]=[CH:3][C:2]([Cl:1])=[CH:7][CH:6]=2)(=[O:9])=[O:10])=[CH:32][C:31]=1[F:38])[CH:27]=[CH2:28]. The yield is 0.260. (2) The reactants are [Br:1]Br.[CH2:3]([O:10][C:11]1[CH:12]=[C:13]([C:25](=[O:27])[CH3:26])[CH:14]=[C:15]([O:17][CH2:18][C:19]2[CH:24]=[CH:23][CH:22]=[CH:21][CH:20]=2)[CH:16]=1)[C:4]1[CH:9]=[CH:8][CH:7]=[CH:6][CH:5]=1.O. The catalyst is C(Cl)(Cl)Cl. The product is [CH2:18]([O:17][C:15]1[CH:14]=[C:13]([C:25](=[O:27])[CH2:26][Br:1])[CH:12]=[C:11]([O:10][CH2:3][C:4]2[CH:5]=[CH:6][CH:7]=[CH:8][CH:9]=2)[CH:16]=1)[C:19]1[CH:20]=[CH:21][CH:22]=[CH:23][CH:24]=1. The yield is 0.220. (3) The reactants are [Cl:1][C:2]1[CH:7]=[CH:6][C:5]([OH:8])=[C:4]([F:9])[CH:3]=1.[OH-].[K+].Cl[C:13]1[C:18]([C:19]#[N:20])=[CH:17][N:16]=[C:15]2[C:21]3[CH:27]=[CH:26][CH:25]=[CH:24][C:22]=3[O:23][C:14]=12. The catalyst is C(OCC)(=O)C. The product is [Cl:1][C:2]1[CH:7]=[CH:6][C:5]([O:8][C:13]2[C:18]([C:19]#[N:20])=[CH:17][N:16]=[C:15]3[C:21]4[CH:27]=[CH:26][CH:25]=[CH:24][C:22]=4[O:23][C:14]=23)=[C:4]([F:9])[CH:3]=1. The yield is 0.460. (4) The reactants are [CH3:1][C:2]1[CH:7]=[CH:6][CH:5]=[CH:4][C:3]=1[OH:8].[Br:9][CH2:10][CH2:11][CH2:12]Br.C([O-])([O-])=O.[Cs+].[Cs+]. The catalyst is C(#N)C. The product is [CH3:1][C:2]1[CH:7]=[CH:6][CH:5]=[CH:4][C:3]=1[O:8][CH2:12][CH2:11][CH2:10][Br:9]. The yield is 0.441. (5) The reactants are C[O-].[Na+].[NH:4]1[CH:11]=[CH:10][C:8](=[S:9])[NH:7][C:5]1=[O:6].Br[CH2:13][C:14]1[CH:19]=[CH:18][C:17]([Cl:20])=[CH:16][CH:15]=1. The catalyst is CO. The product is [Cl:20][C:17]1[CH:18]=[CH:19][C:14]([CH2:13][S:9][C:8]2[CH:10]=[CH:11][NH:4][C:5](=[O:6])[N:7]=2)=[CH:15][CH:16]=1. The yield is 0.670. (6) The reactants are [C:1]([C:4]1[C:8]2[CH:9]=[C:10]([O:13]C)[CH:11]=[CH:12][C:7]=2[O:6][CH:5]=1)([OH:3])=[O:2]. The catalyst is ClCCl. The product is [C:1]([C:4]1[C:8]2[CH:9]=[C:10]([OH:13])[CH:11]=[CH:12][C:7]=2[O:6][CH:5]=1)([OH:3])=[O:2]. The yield is 0.890. (7) The reactants are [CH2:1]([C:4]([CH2:11][C:12]#[CH:13])(C(O)=O)[C:5]([OH:7])=[O:6])[C:2]#[CH:3].C(=O)=O. No catalyst specified. The product is [CH2:1]([CH:4]([CH2:11][C:12]#[CH:13])[C:5]([OH:7])=[O:6])[C:2]#[CH:3]. The yield is 0.799.